This data is from Catalyst prediction with 721,799 reactions and 888 catalyst types from USPTO. The task is: Predict which catalyst facilitates the given reaction. (1) Reactant: [Cl:1][C:2]1[CH:11]=[C:10]2[C:5]([C:6]([N:12]3[CH2:17][CH2:16][N:15]([C:18]([O:20][C:21]([CH3:24])([CH3:23])[CH3:22])=[O:19])[C@H:14]([C:25]([O:27]C)=[O:26])[CH2:13]3)=[N:7][CH:8]=[N:9]2)=[CH:4][C:3]=1[C:29]1[CH:34]=[CH:33][C:32]([Cl:35])=[CH:31][CH:30]=1.O1CCCC1.O[Li].O.Cl. Product: [C:21]([O:20][C:18]([N:15]1[CH2:16][CH2:17][N:12]([C:6]2[C:5]3[C:10](=[CH:11][C:2]([Cl:1])=[C:3]([C:29]4[CH:34]=[CH:33][C:32]([Cl:35])=[CH:31][CH:30]=4)[CH:4]=3)[N:9]=[CH:8][N:7]=2)[CH2:13][C@H:14]1[C:25]([OH:27])=[O:26])=[O:19])([CH3:24])([CH3:22])[CH3:23]. The catalyst class is: 6. (2) Reactant: [N:1]1([C:7]2[N:15]=[C:14]([C:16]3[CH:17]=[C:18]([CH2:22][OH:23])[CH:19]=[CH:20][CH:21]=3)[N:13]=[C:12]3[C:8]=2[N:9]=[CH:10][N:11]3[CH:24]2[CH2:29][CH2:28][NH:27][CH2:26][CH2:25]2)[CH2:6][CH2:5][O:4][CH2:3][CH2:2]1.[BH3-]C#N.[Na+].[F:34][C:35]1[CH:42]=[CH:41][CH:40]=[CH:39][C:36]=1[CH:37]=O. Product: [F:34][C:35]1[CH:42]=[CH:41][CH:40]=[CH:39][C:36]=1[CH2:37][N:27]1[CH2:28][CH2:29][CH:24]([N:11]2[CH:10]=[N:9][C:8]3[C:12]2=[N:13][C:14]([C:16]2[CH:17]=[C:18]([CH2:22][OH:23])[CH:19]=[CH:20][CH:21]=2)=[N:15][C:7]=3[N:1]2[CH2:6][CH2:5][O:4][CH2:3][CH2:2]2)[CH2:25][CH2:26]1. The catalyst class is: 466. (3) Reactant: [CH2:1]([O:3][C:4]1[CH:5]=[C:6]([CH:12]([NH2:18])[CH2:13][S:14]([CH3:17])(=[O:16])=[O:15])[CH:7]=[CH:8][C:9]=1[O:10][CH3:11])[CH3:2].[C:19]([NH:22][C:23]1[CH:33]=[CH:32][CH:31]=[C:25]2[C:26]([O:28][C:29](=O)[C:24]=12)=[O:27])(=[O:21])[CH3:20]. Product: [CH2:1]([O:3][C:4]1[CH:5]=[C:6]([CH:12]([N:18]2[C:29](=[O:28])[C:24]3[C:25](=[CH:31][CH:32]=[CH:33][C:23]=3[NH:22][C:19](=[O:21])[CH3:20])[C:26]2=[O:27])[CH2:13][S:14]([CH3:17])(=[O:16])=[O:15])[CH:7]=[CH:8][C:9]=1[O:10][CH3:11])[CH3:2]. The catalyst class is: 15. (4) Reactant: [Cl:1][C:2]1[CH:3]=[C:4]([CH:21]=[CH:22][C:23]=1[N+:24]([O-])=O)[O:5][C:6]1[CH:7]=[CH:8][C:9]2[N:10]([CH:12]=[C:13]([NH:15][C:16]([CH:18]3[CH2:20][CH2:19]3)=[O:17])[N:14]=2)[CH:11]=1.[Cl-].[NH4+].C(O)C.O1CCCC1. Product: [NH2:24][C:23]1[CH:22]=[CH:21][C:4]([O:5][C:6]2[CH:7]=[CH:8][C:9]3[N:10]([CH:12]=[C:13]([NH:15][C:16]([CH:18]4[CH2:20][CH2:19]4)=[O:17])[N:14]=3)[CH:11]=2)=[CH:3][C:2]=1[Cl:1]. The catalyst class is: 6. (5) Reactant: [CH2:1]([N:3]([CH2:14][C:15]1[CH:20]=[CH:19][CH:18]=[CH:17][C:16]=1[F:21])[C:4](=[O:13])[CH2:5][C:6]1[CH:11]=[CH:10][C:9]([OH:12])=[CH:8][CH:7]=1)[CH3:2].Br[CH2:23][C:24]1[CH:33]=[CH:32][CH:31]=[CH:30][C:25]=1[C:26]([O:28][CH3:29])=[O:27].C(=O)([O-])[O-].[K+].[K+].C(O)C(N)(CO)CO. Product: [CH2:1]([N:3]([CH2:14][C:15]1[CH:20]=[CH:19][CH:18]=[CH:17][C:16]=1[F:21])[C:4](=[O:13])[CH2:5][C:6]1[CH:7]=[CH:8][C:9]([O:12][CH2:23][C:24]2[CH:33]=[CH:32][CH:31]=[CH:30][C:25]=2[C:26]([O:28][CH3:29])=[O:27])=[CH:10][CH:11]=1)[CH3:2]. The catalyst class is: 10.